This data is from Forward reaction prediction with 1.9M reactions from USPTO patents (1976-2016). The task is: Predict the product of the given reaction. (1) Given the reactants [O:1]1[C:5]2[CH:6]=[CH:7][C:8]([C:10]3([CH2:18][S:19][CH2:20][C:21](O)=[O:22])[O:15][CH2:14][C:13]([CH3:17])([CH3:16])[CH2:12][O:11]3)=[CH:9][C:4]=2[O:3][CH2:2]1.C1(N=C=NC2CCCCC2)CCCCC1.[C:39]1([C@H:45]2[CH2:49][O:48][C:47](=[O:50])[NH:46]2)[CH:44]=[CH:43][CH:42]=[CH:41][CH:40]=1, predict the reaction product. The product is: [O:1]1[C:5]2[CH:6]=[CH:7][C:8]([C:10]3([CH2:18][S:19][CH2:20][C:21]([N:46]4[C@@H:45]([C:39]5[CH:44]=[CH:43][CH:42]=[CH:41][CH:40]=5)[CH2:49][O:48][C:47]4=[O:50])=[O:22])[O:11][CH2:12][C:13]([CH3:16])([CH3:17])[CH2:14][O:15]3)=[CH:9][C:4]=2[O:3][CH2:2]1. (2) Given the reactants C(P(C(C)(C)C)C(C)(C)C)(C)(C)C.[CH:14]1[CH:19]=[C:18]([C:20]2[CH:25]=[CH:24][CH:23]=[C:22]([C:26]3[N:31]=[CH:30][CH:29]=[CH:28][CH:27]=3)[N:21]=2)[N:17]=[CH:16][CH:15]=1.C#C.C([Sn](CCCC)CCCC)CCC, predict the reaction product. The product is: [CH:28]1[CH:27]=[C:26]([C:22]2[CH:23]=[CH:24][CH:25]=[C:20]([C:18]3[N:17]=[CH:16][CH:15]=[CH:14][CH:19]=3)[N:21]=2)[N:31]=[CH:30][CH:29]=1. (3) Given the reactants [C:1]1([C:7]2[C:12](B(O)O)=[CH:11][CH:10]=[CH:9][N:8]=2)[CH:6]=[CH:5][CH:4]=[CH:3][CH:2]=1.[CH3:16][C:17]1[C:21]([C:22]2[CH:23]=[C:24](C3C(C)=CC=C4C=3C=CC=N4)[C:25]3[N:29]=[C:28]([NH:30][S:31]([CH:34]([CH3:36])[CH3:35])(=[O:33])=[O:32])[NH:27][C:26]=3[CH:37]=2)=[C:20]([CH3:49])[O:19][N:18]=1, predict the reaction product. The product is: [CH3:16][C:17]1[C:21]([C:22]2[CH:23]=[C:24]([C:12]3[C:7]([C:1]4[CH:6]=[CH:5][CH:4]=[CH:3][CH:2]=4)=[N:8][CH:9]=[CH:10][CH:11]=3)[C:25]3[N:29]=[C:28]([NH:30][S:31]([CH:34]([CH3:35])[CH3:36])(=[O:32])=[O:33])[NH:27][C:26]=3[CH:37]=2)=[C:20]([CH3:49])[O:19][N:18]=1. (4) Given the reactants Br[C:2]1[CH:3]=[CH:4][C:5]2[O:10][C:9]([CH2:11][N:12]3[CH2:17][CH2:16][CH:15]([CH3:18])[CH2:14][CH2:13]3)=[CH:8][C:7](=[O:19])[C:6]=2[CH:20]=1.[Na+].[I-:22].CNCCNC.C(=O)(O)[O-].[Na+], predict the reaction product. The product is: [I:22][C:2]1[CH:3]=[CH:4][C:5]2[O:10][C:9]([CH2:11][N:12]3[CH2:17][CH2:16][CH:15]([CH3:18])[CH2:14][CH2:13]3)=[CH:8][C:7](=[O:19])[C:6]=2[CH:20]=1.